This data is from Reaction yield outcomes from USPTO patents with 853,638 reactions. The task is: Predict the reaction yield, written as a fraction of the theoretical maximum amount of product (1.0 means a 100% yield; for example, 0.34 means a 34% yield). (1) No catalyst specified. The yield is 0.594. The reactants are N[C@H:2]([CH:7]=[O:8])CCSC.OCC[NH:12][C:13]([NH2:15])=[O:14].C(O[C:19](=[O:23])[CH2:20][C:21]#[N:22])C. The product is [OH:8][CH:7]([N:12]1[C:19](=[O:23])[CH:20]=[C:21]([NH2:22])[NH:15][C:13]1=[O:14])[CH3:2]. (2) The reactants are Cl[C:2]1[N:7]=[CH:6][C:5]([O:8][CH2:9][CH:10]2[CH2:15][CH2:14][N:13]([C:16]([O:18][C:19]([CH3:22])([CH3:21])[CH3:20])=[O:17])[CH2:12][CH2:11]2)=[CH:4][CH:3]=1.[CH3:23][S:24]([C:27]1[CH:32]=[CH:31][C:30](B(O)O)=[CH:29][CH:28]=1)(=[O:26])=[O:25].C([O-])([O-])=O.[Na+].[Na+]. The catalyst is COCCOC.C1C=CC([P]([Pd]([P](C2C=CC=CC=2)(C2C=CC=CC=2)C2C=CC=CC=2)([P](C2C=CC=CC=2)(C2C=CC=CC=2)C2C=CC=CC=2)[P](C2C=CC=CC=2)(C2C=CC=CC=2)C2C=CC=CC=2)(C2C=CC=CC=2)C2C=CC=CC=2)=CC=1. The product is [CH3:23][S:24]([C:27]1[CH:32]=[CH:31][C:30]([C:2]2[N:7]=[CH:6][C:5]([O:8][CH2:9][CH:10]3[CH2:15][CH2:14][N:13]([C:16]([O:18][C:19]([CH3:22])([CH3:21])[CH3:20])=[O:17])[CH2:12][CH2:11]3)=[CH:4][CH:3]=2)=[CH:29][CH:28]=1)(=[O:26])=[O:25]. The yield is 0.880. (3) The reactants are [Cl:1][C:2]1[CH:7]=[CH:6][CH:5]=[C:4]([Cl:8])[C:3]=1[C:9]1[C:10]([OH:15])=[CH:11][CH:12]=[CH:13][CH:14]=1.C(=O)([O-])[O-].[K+].[K+].C(Br)C=C.[CH2:26]([O:29]CC=C)[CH:27]=[CH2:28].C(C1C(C(F)(F)F)=CC=C(Cl)C=1O)C=C.C(C1C=CC=C(C2C(Cl)=CC=CC=2Cl)C=1O)C=C.ClC1C=C(C=CC=1)C(OO)=O.ClC1C2OC(CO)CC=2C(C(F)(F)F)=CC=1. The catalyst is C1(C)C=C(C)C=C(C)C=1. The product is [Cl:1][C:2]1[CH:7]=[CH:6][CH:5]=[C:4]([Cl:8])[C:3]=1[C:9]1[C:10]2[O:15][CH:27]([CH2:26][OH:29])[CH2:28][C:11]=2[CH:12]=[CH:13][CH:14]=1. The yield is 0.640. (4) The reactants are [Br:1][C:2]1[C:3](=[O:9])[NH:4][C:5]([Cl:8])=[N:6][CH:7]=1.[H-].[Na+].[Br-].[Li+].Br[CH2:15][C:16]1[C:17]([C:22]#[N:23])=[CH:18][CH:19]=[CH:20][CH:21]=1. The catalyst is COCCOC.CCOC(C)=O.CN(C=O)C. The product is [Br:1][C:2]1[C:3](=[O:9])[N:4]([CH2:15][C:16]2[CH:21]=[CH:20][CH:19]=[CH:18][C:17]=2[C:22]#[N:23])[C:5]([Cl:8])=[N:6][CH:7]=1. The yield is 0.340. (5) The reactants are [CH3:1][O:2][C:3](=[O:16])[C:4]1[CH:9]=[C:8]([C:10]#[CH:11])[C:7]([CH:12]([CH3:14])[CH3:13])=[CH:6][C:5]=1[NH2:15].[N:17]1[CH:22]=[CH:21]N=N[N:18]=1. The catalyst is ClCCCl. The product is [CH3:1][O:2][C:3](=[O:16])[C:4]1[CH:9]=[C:8]([C:10]2[CH:21]=[CH:22][N:17]=[N:18][CH:11]=2)[C:7]([CH:12]([CH3:14])[CH3:13])=[CH:6][C:5]=1[NH2:15]. The yield is 0.260. (6) The reactants are [OH:1][C:2]12[C:13]3[C:8](=[CH:9][C:10]([O:14][CH3:15])=[CH:11][CH:12]=3)[C:7](=[O:16])[C:6]1([OH:17])[C:5]1[CH:18]=[CH:19][C:20]([CH:22]([CH3:24])[CH3:23])=[CH:21][C:4]=1[O:3]2.[C:25]([OH:28])(=O)[CH3:26].N1C=CC=CC=1.C1C[O:38][CH2:37][CH2:36]1. The catalyst is CN(C1C=CN=CC=1)C. The product is [C:37]([O:17][C:6]1([C:5]2[CH:18]=[CH:19][C:20]([CH:22]([CH3:24])[CH3:23])=[CH:21][C:4]=2[O:3][C:25](=[O:28])[CH3:26])[C:7](=[O:16])[C:8]2[C:13](=[CH:12][CH:11]=[C:10]([O:14][CH3:15])[CH:9]=2)[C:2]1=[O:1])(=[O:38])[CH3:36]. The yield is 0.510. (7) The reactants are Cl[C:2]1[CH:7]=[CH:6][N:5]=[C:4]([NH2:8])[CH:3]=1.[N+:9]([O-:12])(O)=[O:10].C([O-])([O-])=O.[Na+].[Na+].[C:19]([O:23][C:24]([N:26]1[CH2:31][CH2:30][NH:29][CH2:28][CH2:27]1)=[O:25])([CH3:22])([CH3:21])[CH3:20].CCN(C(C)C)C(C)C. The catalyst is OS(O)(=O)=O.CS(C)=O.C(OCC)(=O)C.CCCCCC. The product is [C:19]([O:23][C:24]([N:26]1[CH2:31][CH2:30][N:29]([C:2]2[CH:7]=[CH:6][N:5]=[C:4]([NH2:8])[C:3]=2[N+:9]([O-:12])=[O:10])[CH2:28][CH2:27]1)=[O:25])([CH3:22])([CH3:20])[CH3:21]. The yield is 0.130. (8) The reactants are [Cl:1][C:2]1[N:7]=[CH:6][C:5]([CH3:8])=[CH:4][C:3]=1[F:9].[Cl:10]N1C(=O)CCC1=O.N(C(C)(C)C#N)=NC(C)(C)C#N. The catalyst is ClC1C=CC=CC=1. The product is [Cl:1][C:2]1[N:7]=[CH:6][C:5]([CH2:8][Cl:10])=[CH:4][C:3]=1[F:9]. The yield is 0.530. (9) The reactants are [Br:1][C:2]1[CH:7]=[CH:6][C:5]([C:8]([C:10]2[CH:15]=[CH:14][C:13]([O:16][CH3:17])=[CH:12][CH:11]=2)=O)=[CH:4][CH:3]=1.C([SiH](CC)CC)C.[OH-].[Na+]. The catalyst is C(O)(C(F)(F)F)=O. The product is [CH3:17][O:16][C:13]1[CH:12]=[CH:11][C:10]([CH2:8][C:5]2[CH:6]=[CH:7][C:2]([Br:1])=[CH:3][CH:4]=2)=[CH:15][CH:14]=1. The yield is 0.850.